Dataset: Orexin1 receptor HTS with 218,158 compounds and 233 confirmed actives. Task: Binary Classification. Given a drug SMILES string, predict its activity (active/inactive) in a high-throughput screening assay against a specified biological target. (1) The molecule is s1c(CN(C(C(=O)NC2CCCC2)c2ccccc2)C(=O)CCC(=O)Nc2noc(c2)C)ccc1. The result is 1 (active). (2) The compound is o1c(c2nc3c(c(c2)C(=O)NCc2occc2)cccc3)ccc1C. The result is 0 (inactive). (3) The drug is O=C(Nc1ccc(cc1)C(=O)Nc1ccccc1)c1c(c([N+]([O-])=O)ccc1)C. The result is 0 (inactive). (4) The molecule is S(=O)(=O)(NCC1Oc2c(OC1)cccc2)c1c(ccc([N+]([O-])=O)c1)C. The result is 0 (inactive).